From a dataset of hERG Central: cardiac toxicity at 1µM, 10µM, and general inhibition. Predict hERG channel inhibition at various concentrations. (1) The drug is CS(=O)(=O)c1ccc(C(=O)N2CCN(Cc3ccccc3)CC2)cc1. Results: hERG_inhib (hERG inhibition (general)): blocker. (2) The molecule is O=[N+]([O-])c1ccc(N2CCN(S(=O)(=O)c3ccccc3)CC2)c2cccnc12. Results: hERG_inhib (hERG inhibition (general)): blocker. (3) The compound is C/C(=N/NC(=O)CSc1ccccn1)c1ccc([N+](=O)[O-])cc1. Results: hERG_inhib (hERG inhibition (general)): blocker. (4) The compound is O=C(c1ccco1)N1CCN(c2ncnc3scc(-c4ccc(F)cc4)c23)CC1. Results: hERG_inhib (hERG inhibition (general)): blocker.